This data is from Forward reaction prediction with 1.9M reactions from USPTO patents (1976-2016). The task is: Predict the product of the given reaction. (1) Given the reactants C(O)(C(F)(F)F)=O.[CH3:8][NH:9][C:10]1[N:15]=[CH:14][C:13]([C:16]2[N:17]=[C:18]([N:32]3[CH2:37][CH2:36][O:35][CH2:34][CH2:33]3)[C:19]3[CH:24]=[C:23]([CH2:25][N:26]4[CH2:31][CH2:30][NH:29][CH2:28][CH2:27]4)[S:22][C:20]=3[N:21]=2)=[CH:12][N:11]=1.[C:38](O)(=[O:42])[C@H:39]([CH3:41])[OH:40], predict the reaction product. The product is: [OH:40][C@@H:39]([CH3:41])[C:38]([N:29]1[CH2:30][CH2:31][N:26]([CH2:25][C:23]2[S:22][C:20]3[N:21]=[C:16]([C:13]4[CH:14]=[N:15][C:10]([NH:9][CH3:8])=[N:11][CH:12]=4)[N:17]=[C:18]([N:32]4[CH2:33][CH2:34][O:35][CH2:36][CH2:37]4)[C:19]=3[CH:24]=2)[CH2:27][CH2:28]1)=[O:42]. (2) Given the reactants [CH2:1]([N:8]1[CH2:14][CH:13]2[C:15](=O)[CH:10]([CH2:11][CH2:12]2)[CH2:9]1)[C:2]1[CH:7]=[CH:6][CH:5]=[CH:4][CH:3]=1.[NH2:17][OH:18], predict the reaction product. The product is: [CH2:1]([N:8]1[CH2:14][CH:13]2[C:15](=[N:17][OH:18])[CH:10]([CH2:11][CH2:12]2)[CH2:9]1)[C:2]1[CH:7]=[CH:6][CH:5]=[CH:4][CH:3]=1. (3) Given the reactants [CH3:1][O:2][CH2:3][CH2:4][N:5]([CH2:7][C:8]1[CH:9]=[C:10]([CH:14]=[C:15]([CH3:17])[CH:16]=1)[C:11]([OH:13])=O)[CH3:6].CN(C(ON1N=NC2C=CC=CC1=2)=[N+](C)C)C.F[P-](F)(F)(F)(F)F.C1C=CC2N(O)N=NC=2C=1.C(N(CC)C(C)C)(C)C.[NH2:61][C@@H:62]([CH2:76][C:77]1[CH:82]=[C:81]([F:83])[CH:80]=[C:79]([F:84])[CH:78]=1)[C@H:63]([OH:75])[CH2:64][NH:65][CH2:66][C:67]1[CH:72]=[CH:71][CH:70]=[C:69]([CH2:73][CH3:74])[CH:68]=1.C(Cl)[Cl:86], predict the reaction product. The product is: [ClH:86].[ClH:86].[F:83][C:81]1[CH:82]=[C:77]([CH:78]=[C:79]([F:84])[CH:80]=1)[CH2:76][C@H:62]([NH:61][C:11](=[O:13])[C:10]1[CH:14]=[C:15]([CH3:17])[CH:16]=[C:8]([CH2:7][N:5]([CH2:4][CH2:3][O:2][CH3:1])[CH3:6])[CH:9]=1)[C@H:63]([OH:75])[CH2:64][NH:65][CH2:66][C:67]1[CH:72]=[CH:71][CH:70]=[C:69]([CH2:73][CH3:74])[CH:68]=1. (4) Given the reactants [C:1]([O:5][C:6](=[O:18])[NH:7][C:8]1[CH:13]=[CH:12][C:11](I)=[CH:10][C:9]=1[N+:15]([O-:17])=[O:16])([CH3:4])([CH3:3])[CH3:2].B1(B2OC(C)(C)C(C)(C)O2)OC(C)(C)C(C)(C)O1.Br[C:38]1[CH:43]=[CH:42][C:41]([C:44]2[CH:49]=[CH:48][CH:47]=[CH:46][CH:45]=2)=[CH:40][CH:39]=1, predict the reaction product. The product is: [C:1]([O:5][C:6](=[O:18])[NH:7][C:8]1[CH:13]=[CH:12][C:11]([C:47]2[CH:48]=[CH:49][C:44]([C:41]3[CH:42]=[CH:43][CH:38]=[CH:39][CH:40]=3)=[CH:45][CH:46]=2)=[CH:10][C:9]=1[N+:15]([O-:17])=[O:16])([CH3:4])([CH3:3])[CH3:2].